Dataset: Reaction yield outcomes from USPTO patents with 853,638 reactions. Task: Predict the reaction yield, written as a fraction of the theoretical maximum amount of product (1.0 means a 100% yield; for example, 0.34 means a 34% yield). (1) The reactants are Cl[C:2]1[N:3]=[N:4][C:5]([C:8]#[C:9][C:10]2[CH:15]=[CH:14][CH:13]=[CH:12][CH:11]=2)=[CH:6][CH:7]=1.[CH3:16][C:17]1([CH3:23])[CH2:21][NH:20][C:19](=[O:22])[CH2:18]1.C(=O)([O-])[O-].[Cs+].[Cs+].C(OCC)(=O)C. The catalyst is CN(C=O)C. The product is [CH3:16][C:17]1([CH3:23])[CH2:21][N:20]([C:2]2[N:3]=[N:4][C:5]([C:8]#[C:9][C:10]3[CH:15]=[CH:14][CH:13]=[CH:12][CH:11]=3)=[CH:6][CH:7]=2)[C:19](=[O:22])[CH2:18]1. The yield is 0.150. (2) The reactants are S(O)(O)(=O)=O.CS[C:8](=[NH:10])[NH2:9].[OH-].[K+].[O:13]=[C:14]1[CH:18]([C:19]2[CH:24]=[CH:23][CH:22]=[CH:21][CH:20]=2)[CH2:17][CH2:16][CH:15]1[C:25](OCC)=[O:26]. The catalyst is O. The product is [NH2:9][C:8]1[O:13][C:14]2[CH:18]([C:19]3[CH:24]=[CH:23][CH:22]=[CH:21][CH:20]=3)[CH2:17][CH2:16][C:15]=2[C:25](=[O:26])[N:10]=1. The yield is 0.612. (3) The reactants are [Br:1][C:2]1([CH:9]=[CH:8][CH:7]=[C:6]([F:10])[CH2:5]1)CBr.[Br:11][C:12]1[CH:17]=[CH:16][C:15]([F:18])=[CH:14][C:13]=1[OH:19].[C:20](=O)([O-])[O-].[K+].[K+].O. The catalyst is CN(C)C=O. The product is [Br:11][C:12]1[CH:17]=[CH:16][C:15]([F:18])=[CH:14][C:13]=1[O:19][CH2:20][C:5]1[C:6]([F:10])=[CH:7][CH:8]=[CH:9][C:2]=1[Br:1]. The yield is 0.900.